This data is from Forward reaction prediction with 1.9M reactions from USPTO patents (1976-2016). The task is: Predict the product of the given reaction. Given the reactants [N+:1]([C:4]1[CH:13]=[CH:12][CH:11]=[C:10]2[C:5]=1[CH:6]=[N:7][NH:8][C:9]2=[O:14])([O-:3])=[O:2].[C:15](=O)([O-])[O-].[K+].[K+].CI, predict the reaction product. The product is: [CH3:15][N:8]1[N:7]=[CH:6][C:5]2[C:10](=[CH:11][CH:12]=[CH:13][C:4]=2[N+:1]([O-:3])=[O:2])[C:9]1=[O:14].